This data is from Catalyst prediction with 721,799 reactions and 888 catalyst types from USPTO. The task is: Predict which catalyst facilitates the given reaction. Reactant: [NH2:1][C:2]1[N:6]([C:7]2[CH:12]=[C:11]([S:13][CH3:14])[N:10]=[C:9]([CH3:15])[N:8]=2)[N:5]=[CH:4][C:3]=1[C:16]([O:18]CC)=[O:17].[OH-].[Li+].Cl. Product: [NH2:1][C:2]1[N:6]([C:7]2[CH:12]=[C:11]([S:13][CH3:14])[N:10]=[C:9]([CH3:15])[N:8]=2)[N:5]=[CH:4][C:3]=1[C:16]([OH:18])=[O:17]. The catalyst class is: 38.